The task is: Predict the product of the given reaction.. This data is from Forward reaction prediction with 1.9M reactions from USPTO patents (1976-2016). (1) Given the reactants C([O:8][C:9]1[C:17]([O:18][CH3:19])=[CH:16][C:12]([C:13]([OH:15])=[O:14])=[CH:11][C:10]=1[F:20])C1C=CC=CC=1.CO.[H][H], predict the reaction product. The product is: [F:20][C:10]1[CH:11]=[C:12]([CH:16]=[C:17]([O:18][CH3:19])[C:9]=1[OH:8])[C:13]([OH:15])=[O:14]. (2) Given the reactants [Br:1][C:2]1[C:10]2[C:5](=[N:6][C:7](SC)=[N:8][CH:9]=2)[NH:4][N:3]=1.ClC1C=CC=C(C(OO)=O)C=1.Cl.[CH3:25][C@H:26]([NH2:30])[CH2:27][CH2:28][CH3:29].C(N(CC)C(C)C)(C)C, predict the reaction product. The product is: [Br:1][C:2]1[C:10]2[C:5](=[N:6][C:7]([NH:30][C@H:26]([CH2:27][CH2:28][CH3:29])[CH3:25])=[N:8][CH:9]=2)[NH:4][N:3]=1. (3) Given the reactants [CH3:1][C:2]([C:7]1[CH:12]=[CH:11][C:10]([N+:13]([O-:15])=[O:14])=[CH:9][CH:8]=1)([CH3:6])[C:3]([OH:5])=[O:4].[CH3:16][Si](C=[N+]=[N-])(C)C.N#N, predict the reaction product. The product is: [CH3:16][O:4][C:3](=[O:5])[C:2]([CH3:1])([C:7]1[CH:12]=[CH:11][C:10]([N+:13]([O-:15])=[O:14])=[CH:9][CH:8]=1)[CH3:6]. (4) Given the reactants [F:1][C:2]([F:24])([F:23])[C:3]1[CH:4]=[C:5]([C:13]2[N:17]=[CH:16][N:15](/[CH:18]=[CH:19]\[C:20]([OH:22])=O)[N:14]=2)[CH:6]=[C:7]([C:9]([F:12])([F:11])[F:10])[CH:8]=1.[CH3:25][N:26]([C:28]1[CH:33]=[CH:32][CH:31]=[CH:30][N:29]=1)[NH2:27].C(P1(=O)OP(CCC)(=O)OP(CCC)(=O)O1)CC.CCN(C(C)C)C(C)C, predict the reaction product. The product is: [F:11][C:9]([F:12])([F:10])[C:7]1[CH:6]=[C:5]([C:13]2[N:17]=[CH:16][N:15](/[CH:18]=[CH:19]\[C:20]([NH:27][N:26]([CH3:25])[C:28]3[CH:33]=[CH:32][CH:31]=[CH:30][N:29]=3)=[O:22])[N:14]=2)[CH:4]=[C:3]([C:2]([F:24])([F:23])[F:1])[CH:8]=1. (5) Given the reactants [Cl:1][C:2]([Cl:6])([Cl:5])[CH:3]=[O:4].[Cl-].[Al+3].[Cl-].[Cl-].[Cl:11][C:12]1[CH:17]=[CH:16][CH:15]=[CH:14][CH:13]=1, predict the reaction product. The product is: [Cl:1][C:2]([Cl:6])([Cl:5])[CH:3]([C:15]1[CH:16]=[CH:17][C:12]([Cl:11])=[CH:13][CH:14]=1)[OH:4].